This data is from Catalyst prediction with 721,799 reactions and 888 catalyst types from USPTO. The task is: Predict which catalyst facilitates the given reaction. (1) Reactant: Cl.Cl.[CH3:3][O:4][C:5](=[O:31])[C@H:6]([N:24]1[CH2:28][CH2:27][C@H:26]([NH2:29])[C:25]1=[O:30])[CH2:7][C:8]1[CH:9]=[C:10]2[C:15](=[CH:16][C:17]=1[O:18][C:19]([F:22])([F:21])[F:20])[C:14]([NH2:23])=[N:13][CH:12]=[CH:11]2.C(N(C(C)C)CC)(C)C.[N:41]1([C:46]2[S:47][C:48]([S:51](Cl)(=[O:53])=[O:52])=[CH:49][N:50]=2)[CH2:45][CH2:44][CH2:43][CH2:42]1. Product: [CH3:3][O:4][C:5](=[O:31])[C@H:6]([N:24]1[CH2:28][CH2:27][C@H:26]([NH:29][S:51]([C:48]2[S:47][C:46]([N:41]3[CH2:45][CH2:44][CH2:43][CH2:42]3)=[N:50][CH:49]=2)(=[O:53])=[O:52])[C:25]1=[O:30])[CH2:7][C:8]1[CH:9]=[C:10]2[C:15](=[CH:16][C:17]=1[O:18][C:19]([F:21])([F:22])[F:20])[C:14]([NH2:23])=[N:13][CH:12]=[CH:11]2. The catalyst class is: 2. (2) Reactant: [Si]([O:18][CH2:19][C:20]1[CH:21]=[C:22]([OH:36])[CH:23]=[C:24]([CH2:26][O:27][C:28]2[CH:33]=[CH:32][C:31]([Cl:34])=[CH:30][C:29]=2[Cl:35])[CH:25]=1)(C(C)(C)C)(C1C=CC=CC=1)C1C=CC=CC=1.[CH2:37](P(CCCC)CCCC)[CH2:38]CC.N(C(N1CCCCC1)=O)=NC(N1CCCCC1)=O.[F-].C([N+](CCCC)(CCCC)CCCC)CCC.C(=O)([O-])O.[Na+]. Product: [Cl:35][C:29]1[CH:30]=[C:31]([Cl:34])[CH:32]=[CH:33][C:28]=1[O:27][CH2:26][C:24]1[CH:25]=[C:20]([CH2:19][OH:18])[CH:21]=[C:22]([O:36][CH2:37][CH3:38])[CH:23]=1. The catalyst class is: 214. (3) Reactant: [CH2:1]([O:8][C:9](=[O:31])[NH:10][C@@H:11]1[C:14](=[O:15])[N:13]([CH2:16][C:17]2[CH:22]=[CH:21][C:20]([O:23][CH3:24])=[CH:19][C:18]=2[O:25][CH3:26])[C@@H:12]1/[CH:27]=[CH:28]/[O:29]C)[C:2]1[CH:7]=[CH:6][CH:5]=[CH:4][CH:3]=1.[H-].[Na+].[CH3:34][O:35][C:36]1[CH:43]=[CH:42][C:39]([CH2:40]Cl)=[CH:38][CH:37]=1. Product: [CH2:1]([O:8][C:9](=[O:31])[N:10]([C@H:11]1[C@@H:12]([CH2:27][CH:28]=[O:29])[N:13]([CH2:16][C:17]2[CH:22]=[CH:21][C:20]([O:23][CH3:24])=[CH:19][C:18]=2[O:25][CH3:26])[C:14]1=[O:15])[CH2:40][C:39]1[CH:42]=[CH:43][C:36]([O:35][CH3:34])=[CH:37][CH:38]=1)[C:2]1[CH:7]=[CH:6][CH:5]=[CH:4][CH:3]=1. The catalyst class is: 3. (4) Reactant: [Li+].[OH-].[CH2:3]([C@H:7]1[CH2:11][CH2:10][N:9]([C@@H:12]([CH2:17][CH:18]=[CH2:19])[C:13]([O:15]C)=[O:14])[C:8]1=[O:20])[CH2:4][CH2:5][CH3:6]. Product: [CH2:3]([C@H:7]1[CH2:11][CH2:10][N:9]([C@@H:12]([CH2:17][CH:18]=[CH2:19])[C:13]([OH:15])=[O:14])[C:8]1=[O:20])[CH2:4][CH2:5][CH3:6]. The catalyst class is: 90. (5) Reactant: Br[C:2]1[CH:7]=[CH:6][CH:5]=[CH:4][C:3]=1[CH2:8][OH:9].C([Li])CCC.[O:15]=[C:16]1[CH2:20][CH2:19][N:18]([C:21]([O:23][C:24]([CH3:27])([CH3:26])[CH3:25])=[O:22])[CH2:17]1. Product: [OH:15][C:16]1([C:2]2[CH:7]=[CH:6][CH:5]=[CH:4][C:3]=2[CH2:8][OH:9])[CH2:20][CH2:19][N:18]([C:21]([O:23][C:24]([CH3:27])([CH3:26])[CH3:25])=[O:22])[CH2:17]1. The catalyst class is: 7. (6) Reactant: [NH2:1][C@@H:2]([C:12]([OH:14])=[O:13])[CH2:3][C:4]1[CH:9]=[CH:8][C:7]([C:10]#[N:11])=[CH:6][CH:5]=1.O.[OH-].[Na+].[CH3:18][C:19]([O:22][C:23](O[C:23]([O:22][C:19]([CH3:21])([CH3:20])[CH3:18])=[O:24])=[O:24])([CH3:21])[CH3:20]. Product: [NH:1]([C:23]([O:22][C:19]([CH3:21])([CH3:20])[CH3:18])=[O:24])[C@@H:2]([C:12]([OH:14])=[O:13])[CH2:3][C:4]1[CH:5]=[CH:6][C:7]([C:10]#[N:11])=[CH:8][CH:9]=1. The catalyst class is: 107. (7) Reactant: [F:1][C:2]1[CH:3]=[N:4][C:5]([O:17][C:18]2[CH:23]=[CH:22][CH:21]=[C:20]([S:24][CH3:25])[CH:19]=2)=[C:6]([CH:16]=1)[C:7]([NH:9][CH:10]1[CH2:15][CH2:14][NH:13][CH2:12][CH2:11]1)=[O:8].ON1C2C=CC=CC=2N=N1.CN1CCOCC1.[OH:43][CH2:44][C:45](O)=[O:46].Cl.CN(C)CCCN=C=NCC. Product: [NH3:4].[F:1][C:2]1[CH:3]=[N:4][C:5]([O:17][C:18]2[CH:23]=[CH:22][CH:21]=[C:20]([S:24][CH3:25])[CH:19]=2)=[C:6]([CH:16]=1)[C:7]([NH:9][CH:10]1[CH2:11][CH2:12][N:13]([C:44](=[O:43])[CH2:45][OH:46])[CH2:14][CH2:15]1)=[O:8]. The catalyst class is: 4.